From a dataset of Reaction yield outcomes from USPTO patents with 853,638 reactions. Predict the reaction yield, written as a fraction of the theoretical maximum amount of product (1.0 means a 100% yield; for example, 0.34 means a 34% yield). (1) The reactants are [N:1]1[CH:6]=[CH:5][C:4]([CH2:7][CH2:8][CH2:9][CH2:10][N:11]2[CH2:18][CH:17]3[O:19][CH:13]([CH2:14][N:15](C(OC(C)(C)C)=O)[CH2:16]3)[CH2:12]2)=[CH:3][CH:2]=1.Cl. The catalyst is C(OC(=O)C)C. The product is [N:1]1[CH:6]=[CH:5][C:4]([CH2:7][CH2:8][CH2:9][CH2:10][N:11]2[CH2:18][CH:17]3[O:19][CH:13]([CH2:14][NH:15][CH2:16]3)[CH2:12]2)=[CH:3][CH:2]=1. The yield is 0.940. (2) The reactants are [N+:1]([C:4]1[CH:5]=[C:6]2[C:11](=[C:12]([C:14]([OH:16])=[O:15])[CH:13]=1)[N:10]=[CH:9][NH:8][C:7]2=[O:17])([O-:3])=[O:2].S(=O)(=O)(O)O.[OH-].[Na+].[CH3:25]O. No catalyst specified. The product is [N+:1]([C:4]1[CH:5]=[C:6]2[C:11](=[C:12]([C:14]([O:16][CH3:25])=[O:15])[CH:13]=1)[N:10]=[CH:9][NH:8][C:7]2=[O:17])([O-:3])=[O:2]. The yield is 0.840. (3) The reactants are Cl.CN(C)CCCN=C=NCC.FC1C(O)=C(F)C(F)=C(F)C=1F.[C:25]([N:32]([CH2:37][C:38]1[CH:43]=[CH:42][CH:41]=[CH:40][CH:39]=1)[CH2:33][C:34]([OH:36])=O)([O:27][C:28]([CH3:31])([CH3:30])[CH3:29])=[O:26].C(N(CC)CC)C.Cl.[CH3:52][O:53][C:54](=[O:64])[C@H:55]([CH2:57][C:58]1[CH:63]=[CH:62][CH:61]=[CH:60][CH:59]=1)[NH2:56]. The catalyst is C(Cl)Cl. The product is [CH3:52][O:53][C:54](=[O:64])[C@H:55]([CH2:57][C:58]1[CH:63]=[CH:62][CH:61]=[CH:60][CH:59]=1)[NH:56][C:34](=[O:36])[CH2:33][N:32]([C:25]([O:27][C:28]([CH3:29])([CH3:30])[CH3:31])=[O:26])[CH2:37][C:38]1[CH:43]=[CH:42][CH:41]=[CH:40][CH:39]=1. The yield is 1.02. (4) The yield is 0.650. The catalyst is CN(C)C=O.O1CCCC1.O.CC(O)C. The reactants are [Cl:1][C:2]1[C:10]2[N:9]=[C:8]3[N:11]([C:15]4[CH:20]=[CH:19][C:18]([Cl:21])=[CH:17][C:16]=4[Cl:22])[CH2:12][CH2:13][CH2:14][N:7]3[C:6]=2[C:5]([CH2:23]O)=[CH:4][CH:3]=1.S(Cl)(Cl)=O.C(N(CC)CC)C.[CH2:36]([S-:38])[CH3:37].[Na+]. The product is [Cl:1][C:2]1[C:10]2[N:9]=[C:8]3[N:11]([C:15]4[CH:20]=[CH:19][C:18]([Cl:21])=[CH:17][C:16]=4[Cl:22])[CH2:12][CH2:13][CH2:14][N:7]3[C:6]=2[C:5]([CH2:23][S:38][CH2:36][CH3:37])=[CH:4][CH:3]=1. (5) The reactants are Cl[C:2]1[C:3]2[C:10]([CH3:11])=[C:9]([CH3:12])[O:8][C:4]=2[N:5]=[CH:6][N:7]=1.[SH:13][CH2:14][C:15]([O:17][CH3:18])=[O:16]. The catalyst is CO. The product is [CH3:11][C:10]1[C:3]2[C:2]([S:13][CH2:14][C:15]([O:17][CH3:18])=[O:16])=[N:7][CH:6]=[N:5][C:4]=2[O:8][C:9]=1[CH3:12]. The yield is 0.900.